From a dataset of Peptide-MHC class I binding affinity with 185,985 pairs from IEDB/IMGT. Regression. Given a peptide amino acid sequence and an MHC pseudo amino acid sequence, predict their binding affinity value. This is MHC class I binding data. (1) The peptide sequence is VFFGYFASHF. The binding affinity (normalized) is 0.858. The MHC is HLA-A24:02 with pseudo-sequence HLA-A24:02. (2) The peptide sequence is KLLWFLTGT. The MHC is HLA-A31:01 with pseudo-sequence HLA-A31:01. The binding affinity (normalized) is 0.185. (3) The peptide sequence is EGFLKAAMF. The MHC is HLA-B40:01 with pseudo-sequence HLA-B40:01. The binding affinity (normalized) is 0.0847. (4) The peptide sequence is TVEFDRDKVV. The MHC is HLA-A02:06 with pseudo-sequence HLA-A02:06. The binding affinity (normalized) is 0.0447. (5) The peptide sequence is SPAIFQSSM. The MHC is HLA-C06:02 with pseudo-sequence HLA-C06:02. The binding affinity (normalized) is 0.